This data is from Reaction yield outcomes from USPTO patents with 853,638 reactions. The task is: Predict the reaction yield, written as a fraction of the theoretical maximum amount of product (1.0 means a 100% yield; for example, 0.34 means a 34% yield). (1) The reactants are [CH2:1]([O:3][C:4](=[O:29])[CH2:5][C:6]1[N:7]=[C:8]([NH:11][C:12]([NH:14][C:15]2[CH:20]=[CH:19][C:18]([CH3:21])=[CH:17][C:16]=2[C:22]([CH:24]2[CH2:28][CH2:27][CH2:26][CH2:25]2)=[O:23])=[O:13])[S:9][CH:10]=1)[CH3:2].[Cl:30]N1C(=O)CCC1=O. The catalyst is C(#N)C.C(Cl)Cl. The product is [CH2:1]([O:3][C:4](=[O:29])[CH2:5][C:6]1[N:7]=[C:8]([NH:11][C:12]([NH:14][C:15]2[CH:20]=[CH:19][C:18]([CH3:21])=[CH:17][C:16]=2[C:22]([CH:24]2[CH2:28][CH2:27][CH2:26][CH2:25]2)=[O:23])=[O:13])[S:9][C:10]=1[Cl:30])[CH3:2]. The yield is 0.150. (2) The reactants are ClC(Cl)(Cl)C(Cl)(Cl)Cl.[F:9][C:10]1[CH:11]=[C:12]([CH3:26])[C:13]([NH:16][NH:17][C:18]([C@@H:20]2[CH2:24][CH2:23][CH2:22][N:21]2[CH3:25])=O)=[N:14][CH:15]=1.C(N(CC)CC)C.C1(P(C2C=CC=CC=2)C2C=CC=CC=2)C=CC=CC=1. The catalyst is C1COCC1. The product is [F:9][C:10]1[CH:11]=[C:12]([CH3:26])[C:13]2[N:14]([C:18]([C@@H:20]3[CH2:24][CH2:23][CH2:22][N:21]3[CH3:25])=[N:17][N:16]=2)[CH:15]=1. The yield is 0.860.